This data is from Full USPTO retrosynthesis dataset with 1.9M reactions from patents (1976-2016). The task is: Predict the reactants needed to synthesize the given product. Given the product [CH3:1][C:2]1[CH:7]=[C:6]([C:8]2[NH:16][C:14](=[O:15])[C:13]3[C:12](=[CH:20][CH:19]=[C:18]([CH2:21][N:22]4[CH2:27][CH2:26][N:25]([CH3:28])[CH2:24][CH2:23]4)[CH:17]=3)[N:11]=2)[CH:5]=[C:4]([CH3:10])[N:3]=1, predict the reactants needed to synthesize it. The reactants are: [CH3:1][C:2]1[CH:7]=[C:6]([CH:8]=O)[CH:5]=[C:4]([CH3:10])[N:3]=1.[NH2:11][C:12]1[CH:20]=[CH:19][C:18]([CH2:21][N:22]2[CH2:27][CH2:26][N:25]([CH3:28])[CH2:24][CH2:23]2)=[CH:17][C:13]=1[C:14]([NH2:16])=[O:15].S([O-])(O)=O.[Na+].C1(C)C=CC(S(O)(=O)=O)=CC=1.